Predict the reactants needed to synthesize the given product. From a dataset of Full USPTO retrosynthesis dataset with 1.9M reactions from patents (1976-2016). (1) Given the product [CH3:13][C:3]1[C:2]([N:15]2[CH2:19][CH2:18][CH2:17][CH2:16]2)=[N:7][N:6]2[C:8]([NH2:11])=[N:9][N:10]=[C:5]2[C:4]=1[CH3:12], predict the reactants needed to synthesize it. The reactants are: Cl[C:2]1[C:3]([CH3:13])=[C:4]([CH3:12])[C:5]2[N:6]([C:8]([NH2:11])=[N:9][N:10]=2)[N:7]=1.O.[NH:15]1[CH2:19][CH2:18][CH2:17][CH2:16]1. (2) Given the product [C:1]([O:5][C:6](=[O:7])[N:62]([CH2:63][CH2:64][CH2:65][C:66](=[O:82])[NH:16][C:17]1[CH:22]=[CH:21][CH:20]=[C:19]([CH2:23][CH2:24][N:25]([CH2:55][C:56]2[CH:61]=[CH:60][CH:59]=[CH:58][CH:57]=2)[CH2:26][C@@H:27]([C:36]2[CH:45]=[CH:44][C:43]([O:46][CH2:47][C:48]3[CH:53]=[CH:52][CH:51]=[CH:50][CH:49]=3)=[C:42]3[C:37]=2[CH:38]=[CH:39][C:40](=[O:54])[NH:41]3)[O:28][Si:29]([C:32]([CH3:33])([CH3:35])[CH3:34])([CH3:30])[CH3:31])[CH:18]=1)[CH3:67])([CH3:4])([CH3:3])[CH3:2], predict the reactants needed to synthesize it. The reactants are: [C:1]([O:5][C:6](CNCCCC(O)=O)=[O:7])([CH3:4])([CH3:3])[CH3:2].[NH2:16][C:17]1[CH:18]=[C:19]([CH2:23][CH2:24][N:25]([CH2:55][C:56]2[CH:61]=[CH:60][CH:59]=[CH:58][CH:57]=2)[CH2:26][C@@H:27]([C:36]2[CH:45]=[CH:44][C:43]([O:46][CH2:47][C:48]3[CH:53]=[CH:52][CH:51]=[CH:50][CH:49]=3)=[C:42]3[C:37]=2[CH:38]=[CH:39][C:40](=[O:54])[NH:41]3)[O:28][Si:29]([C:32]([CH3:35])([CH3:34])[CH3:33])([CH3:31])[CH3:30])[CH:20]=[CH:21][CH:22]=1.[N:62]1[C:67](C)=[CH:66][CH:65]=[CH:64][C:63]=1C.CCN=C=NCCCN(C)C.Cl.[OH:82]N1C2N=CC=CC=2N=N1. (3) Given the product [Cl:1][C:2]1[CH:3]2[CH:11]=[N:10][N:9]([CH2:13][C:14]([O:16][CH2:17][CH3:18])=[O:15])[CH:4]2[N:5]=[C:6]([Cl:8])[N:7]=1, predict the reactants needed to synthesize it. The reactants are: [Cl:1][C:2]1[CH:3]2[CH:11]=[N:10][NH:9][CH:4]2[N:5]=[C:6]([Cl:8])[N:7]=1.O[CH2:13][C:14]([O:16][CH2:17][CH3:18])=[O:15]. (4) Given the product [CH3:34][S:35]([C:38]1[CH:45]=[CH:44][C:41]([CH2:42][NH:43][C:21]([CH:19]2[CH2:18][CH2:17][C:16]3[NH:12][CH:13]=[N:14][C:15]=3[CH2:20]2)=[O:23])=[CH:40][CH:39]=1)(=[O:36])=[O:37], predict the reactants needed to synthesize it. The reactants are: CN(C)CCCN=C=NCC.[NH:12]1[C:16]2[CH2:17][CH2:18][CH:19]([C:21]([OH:23])=O)[CH2:20][C:15]=2[N:14]=[CH:13]1.ON1C2C=CC=CC=2N=N1.[CH3:34][S:35]([C:38]1[CH:45]=[CH:44][C:41]([CH2:42][NH2:43])=[CH:40][CH:39]=1)(=[O:37])=[O:36].C(N(C(C)C)C(C)C)C.